The task is: Predict the reactants needed to synthesize the given product.. This data is from Full USPTO retrosynthesis dataset with 1.9M reactions from patents (1976-2016). (1) Given the product [CH2:1]([C@H:8]1[N:13]([C:14]([C:16]2[N:17]=[N:18][N:19]([C:27]3[CH:32]=[CH:31][CH:30]=[C:29]([O:33][CH2:49][CH2:48][N:45]4[CH2:46][CH2:47][S:42](=[O:51])(=[O:41])[CH2:43][CH2:44]4)[CH:28]=3)[C:20]=2[C:21]2[CH:26]=[CH:25][CH:24]=[CH:23][CH:22]=2)=[O:15])[CH2:12][CH2:11][N:10]([C:34]([O:36][C:37]([CH3:40])([CH3:39])[CH3:38])=[O:35])[CH2:9]1)[C:2]1[CH:3]=[CH:4][CH:5]=[CH:6][CH:7]=1, predict the reactants needed to synthesize it. The reactants are: [CH2:1]([C@H:8]1[N:13]([C:14]([C:16]2[N:17]=[N:18][N:19]([C:27]3[CH:32]=[CH:31][CH:30]=[C:29]([OH:33])[CH:28]=3)[C:20]=2[C:21]2[CH:26]=[CH:25][CH:24]=[CH:23][CH:22]=2)=[O:15])[CH2:12][CH2:11][N:10]([C:34]([O:36][C:37]([CH3:40])([CH3:39])[CH3:38])=[O:35])[CH2:9]1)[C:2]1[CH:7]=[CH:6][CH:5]=[CH:4][CH:3]=1.[O:41]=[S:42]1(=[O:51])[CH2:47][CH2:46][N:45]([CH2:48][CH2:49]O)[CH2:44][CH2:43]1.C1(P(C2C=CC=CC=2)C2C=CC=CC=2)C=CC=CC=1.CCOC(/N=N/C(OCC)=O)=O. (2) Given the product [Cl:1][C:2]1[CH:3]=[CH:4][C:5]([C:8]2[N:9]=[C:10]([N:21]3[CH:25]=[CH:24][N:23]=[C:22]3[CH3:26])[S:11][C:12]=2[CH2:13][CH2:14][CH2:15][CH2:16][OH:17])=[CH:6][CH:7]=1, predict the reactants needed to synthesize it. The reactants are: [Cl:1][C:2]1[CH:7]=[CH:6][C:5]([C:8]2[N:9]=[C:10]([N:21]3[CH:25]=[CH:24][N:23]=[C:22]3[CH3:26])[S:11][C:12]=2[CH2:13][CH2:14][CH2:15][C:16](OCC)=[O:17])=[CH:4][CH:3]=1.[H-].[Al+3].[Li+].[H-].[H-].[H-].O.